Predict the reaction yield, written as a fraction of the theoretical maximum amount of product (1.0 means a 100% yield; for example, 0.34 means a 34% yield). From a dataset of Reaction yield outcomes from USPTO patents with 853,638 reactions. The reactants are C(OC(=O)C)C.[ClH:7].C(OC(=O)[NH:14][C@H:15]([C:18](=[O:46])[NH:19][CH2:20][CH2:21][N:22]1[C:31]2[C:26](=[C:27]([F:36])[CH:28]=[CH:29][C:30]=2[O:32][CH2:33][CH2:34][CH3:35])[C:25](=[O:37])[C:24]([C:38]2[CH:43]=[CH:42][C:41]([O:44][CH3:45])=[CH:40][CH:39]=2)=[CH:23]1)[CH2:16][OH:17])(C)(C)C. The catalyst is C(O)C. The product is [ClH:7].[NH2:14][C@@H:15]([CH2:16][OH:17])[C:18]([NH:19][CH2:20][CH2:21][N:22]1[C:31]2[C:26](=[C:27]([F:36])[CH:28]=[CH:29][C:30]=2[O:32][CH2:33][CH2:34][CH3:35])[C:25](=[O:37])[C:24]([C:38]2[CH:39]=[CH:40][C:41]([O:44][CH3:45])=[CH:42][CH:43]=2)=[CH:23]1)=[O:46]. The yield is 0.500.